This data is from Reaction yield outcomes from USPTO patents with 853,638 reactions. The task is: Predict the reaction yield, written as a fraction of the theoretical maximum amount of product (1.0 means a 100% yield; for example, 0.34 means a 34% yield). The reactants are CC1C=CC(P(C2C=CC3C(=CC=CC=3)C=2C2C3C(=CC=CC=3)C=CC=2P(C2C=CC(C)=CC=2)C2C=CC(C)=CC=2)C2C=CC(C)=CC=2)=CC=1.[CH2:51]([O:58][CH:59]([CH3:68])[CH2:60][CH2:61][C:62]1[C:63](=[O:67])[CH2:64][CH2:65][CH:66]=1)[C:52]1[CH:57]=[CH:56][CH:55]=[CH:54][CH:53]=1.CCCCC. The catalyst is C(OCC)C. The product is [CH2:51]([O:58][CH:59]([CH3:68])[CH2:60][CH2:61][CH:62]1[CH2:66][CH2:65][CH2:64][C:63]1=[O:67])[C:52]1[CH:57]=[CH:56][CH:55]=[CH:54][CH:53]=1. The yield is 0.940.